Predict which catalyst facilitates the given reaction. From a dataset of Catalyst prediction with 721,799 reactions and 888 catalyst types from USPTO. (1) Reactant: [CH:1]1[C:10]2[C:5](=[CH:6][CH:7]=[CH:8][CH:9]=2)[CH:4]=[CH:3][C:2]=1[CH2:11][CH2:12][CH2:13][OH:14].C(N(CC)CC)C.[CH3:22][S:23](Cl)(=[O:25])=[O:24]. Product: [S:23]([O:14][CH2:13][CH2:12][CH2:11][C:2]1[CH:3]=[CH:4][C:5]2[C:10](=[CH:9][CH:8]=[CH:7][CH:6]=2)[CH:1]=1)(=[O:25])(=[O:24])[CH3:22]. The catalyst class is: 4. (2) The catalyst class is: 20. Reactant: [CH3:1][N:2]1[C:10]2[C:5](=[CH:6][CH:7]=[CH:8][CH:9]=2)[C:4]([C:11](O)=[O:12])=[N:3]1.CCN(CC)CC.ClC(OCC(C)C)=O.[BH4-].[Na+]. Product: [CH3:1][N:2]1[C:10]2[C:5](=[CH:6][CH:7]=[CH:8][CH:9]=2)[C:4]([CH2:11][OH:12])=[N:3]1. (3) Reactant: [F:1][C:2]1[CH:7]=[CH:6][C:5]([C@H:8]2[NH:19][C:18](=[O:20])[CH2:17][CH2:16][CH:15]=[CH:14][CH2:13][C@@H:12]([CH2:21][C:22]([O:24]C(C)(C)C)=O)[C:11](=[O:29])[O:10][CH2:9]2)=[CH:4][CH:3]=1.FC(F)(F)C(O)=O.FC1C=CC([C@H]2NC(=O)CCC=CC[C@@H](CC(O)=O)C(=O)OC2)=CC=1.[Cl:62][C:63]1[CH:68]=[CH:67][C:66]([CH2:69][NH2:70])=[CH:65][CH:64]=1. Product: [Cl:62][C:63]1[CH:68]=[CH:67][C:66]([CH2:69][NH:70][C:22](=[O:24])[CH2:21][C@H:12]2[C:11](=[O:29])[O:10][CH2:9][C@@H:8]([C:5]3[CH:4]=[CH:3][C:2]([F:1])=[CH:7][CH:6]=3)[NH:19][C:18](=[O:20])[CH2:17][CH2:16][CH:15]=[CH:14][CH2:13]2)=[CH:65][CH:64]=1. The catalyst class is: 512. (4) The catalyst class is: 26. Product: [CH2:1]([N:3]1[C:12]2[C:7](=[C:8]([F:33])[C:9]([O:23][CH2:24][C:25]3[CH:30]=[CH:29][C:28]([O:31][CH3:32])=[CH:27][CH:26]=3)=[C:10]([O:13][CH2:14][C:15]3[CH:16]=[CH:17][C:18]([O:21][CH3:22])=[CH:19][CH:20]=3)[CH:11]=2)[C:6](=[O:34])[C:5]([CH2:35][N:37]2[CH2:41][CH2:40][CH2:39][CH2:38]2)=[CH:4]1)[CH3:2]. Reactant: [CH2:1]([N:3]1[C:12]2[C:7](=[C:8]([F:33])[C:9]([O:23][CH2:24][C:25]3[CH:30]=[CH:29][C:28]([O:31][CH3:32])=[CH:27][CH:26]=3)=[C:10]([O:13][CH2:14][C:15]3[CH:20]=[CH:19][C:18]([O:21][CH3:22])=[CH:17][CH:16]=3)[CH:11]=2)[C:6](=[O:34])[C:5]([CH:35]=O)=[CH:4]1)[CH3:2].[NH:37]1[CH2:41][CH2:40][CH2:39][CH2:38]1.C(O[BH-](OC(=O)C)OC(=O)C)(=O)C.[Na+].CC(O)=O.